From a dataset of Forward reaction prediction with 1.9M reactions from USPTO patents (1976-2016). Predict the product of the given reaction. (1) Given the reactants [Cl:1][C:2]1[CH:3]=[C:4]([CH:8]=[CH:9][C:10]=1[CH2:11][NH:12][C:13]([NH:15][CH:16]1[C:22]2[CH:23]=[CH:24][CH:25]=[CH:26][C:21]=2[CH2:20][CH2:19][C:18]2[CH:27]=[CH:28][CH:29]=[CH:30][C:17]1=2)=[O:14])[C:5](O)=[O:6].CN(C(ON1N=NC2C=CC=NC1=2)=[N+](C)C)C.F[P-](F)(F)(F)(F)F.CCN(C(C)C)C(C)C.Cl.[CH2:65]([O:67][C:68](=[O:72])[CH2:69][NH:70][CH3:71])[CH3:66], predict the reaction product. The product is: [CH2:65]([O:67][C:68](=[O:72])[CH2:69][N:70]([C:5](=[O:6])[C:4]1[CH:8]=[CH:9][C:10]([CH2:11][NH:12][C:13]([NH:15][CH:16]2[C:17]3[CH:30]=[CH:29][CH:28]=[CH:27][C:18]=3[CH2:19][CH2:20][C:21]3[CH:26]=[CH:25][CH:24]=[CH:23][C:22]2=3)=[O:14])=[C:2]([Cl:1])[CH:3]=1)[CH3:71])[CH3:66]. (2) Given the reactants C[O:2][C:3](=[O:39])[C:4]([C:7]1[CH:8]=[CH:9][C:10]2[NH:16][C:15]3[N:17]=[C:18]([C:21]([F:24])([F:23])[F:22])[CH:19]=[CH:20][C:14]=3[CH2:13][N:12]([S:25]([C:28]3[CH:33]=[CH:32][C:31]([C:34]([CH3:37])([CH3:36])[CH3:35])=[CH:30][CH:29]=3)(=[O:27])=[O:26])[C:11]=2[CH:38]=1)([CH3:6])[CH3:5].[Li+].[OH-], predict the reaction product. The product is: [C:34]([C:31]1[CH:30]=[CH:29][C:28]([S:25]([N:12]2[C:11]3[CH:38]=[C:7]([C:4]([CH3:6])([CH3:5])[C:3]([OH:39])=[O:2])[CH:8]=[CH:9][C:10]=3[NH:16][C:15]3[N:17]=[C:18]([C:21]([F:23])([F:22])[F:24])[CH:19]=[CH:20][C:14]=3[CH2:13]2)(=[O:26])=[O:27])=[CH:33][CH:32]=1)([CH3:35])([CH3:36])[CH3:37]. (3) Given the reactants CC(N(C)C)=O.C(N(CC)CC)C.COC([C:18]1([CH2:31][C:32]2[CH:37]=[CH:36][C:35]([Cl:38])=[CH:34][CH:33]=2)[CH2:22][CH2:21][C:20]2([CH2:27][O:26][C:25]([CH3:29])([CH3:28])[O:24][CH2:23]2)[C:19]1=[O:30])=O.C(O)(=O)C, predict the reaction product. The product is: [Cl:38][C:35]1[CH:36]=[CH:37][C:32]([CH2:31][CH:18]2[CH2:22][CH2:21][C:20]3([CH2:23][O:24][C:25]([CH3:29])([CH3:28])[O:26][CH2:27]3)[C:19]2=[O:30])=[CH:33][CH:34]=1. (4) Given the reactants [Si:1]([O:8][CH2:9][CH2:10][NH:11][CH:12]1[CH2:16][CH2:15][CH2:14]C1)([C:4]([CH3:7])([CH3:6])[CH3:5])([CH3:3])[CH3:2].C1(C=O)CC1.[Si](OCCN)(C(C)(C)C)(C)C, predict the reaction product. The product is: [Si:1]([O:8][CH2:9][CH2:10][NH:11][CH2:12][CH:16]1[CH2:15][CH2:14]1)([C:4]([CH3:5])([CH3:6])[CH3:7])([CH3:2])[CH3:3]. (5) Given the reactants Br[CH2:2][CH:3]([C:5]1[CH:10]=[CH:9][CH:8]=[C:7]([F:11])[CH:6]=1)[F:4].[N-:12]=[N+:13]=[N-:14].[Na+], predict the reaction product. The product is: [N:12]([CH2:2][CH:3]([C:5]1[CH:10]=[CH:9][CH:8]=[C:7]([F:11])[CH:6]=1)[F:4])=[N+:13]=[N-:14]. (6) Given the reactants [CH3:1][S:2]([O:5][CH:6]1[CH2:10][CH2:9][N:8]([CH2:11][C:12]2[CH:17]=[CH:16][CH:15]=[CH:14][CH:13]=2)[CH2:7]1)(=[O:4])=[O:3].C1(CN2CCC(O)C2)C=CC=CC=1, predict the reaction product. The product is: [CH3:1][S:2]([O:5][C@@H:6]1[CH2:10][CH2:9][N:8]([CH2:11][C:12]2[CH:17]=[CH:16][CH:15]=[CH:14][CH:13]=2)[CH2:7]1)(=[O:3])=[O:4].